This data is from Reaction yield outcomes from USPTO patents with 853,638 reactions. The task is: Predict the reaction yield, written as a fraction of the theoretical maximum amount of product (1.0 means a 100% yield; for example, 0.34 means a 34% yield). (1) The reactants are [C:1]([C:5]1[C:10]([N+:11]([O-:13])=[O:12])=[CH:9][C:8]([NH:14][C:15]#[C:16][Si](C)(C)C)=[CH:7][CH:6]=1)([CH3:4])([CH3:3])[CH3:2]. The catalyst is CN(C=O)C.[Cu]I. The product is [C:1]([C:5]1[CH:6]=[C:7]2[C:8](=[CH:9][C:10]=1[N+:11]([O-:13])=[O:12])[NH:14][CH:15]=[CH:16]2)([CH3:4])([CH3:3])[CH3:2]. The yield is 0.690. (2) The reactants are [N:1]1[CH:6]=[CH:5][CH:4]=[C:3]([Li])[CH:2]=1.[Li]CCCC.Br[C:14]1[CH:15]=[N:16][CH:17]=[CH:18][CH:19]=1.S1C2C=CC=CC=2[N:22]=[C:21]1[C:29](=[C:32]([S:35][CH3:36])SC)[C:30]#[N:31].[NH4+:37].[Cl-]. The catalyst is C1COCC1.C1CCCCC1.CCOCC. The product is [S:35]1[C:36]2[CH:2]=[CH:3][CH:4]=[CH:5][C:6]=2[N:1]=[C:32]1[C:29]1[C:30]([NH2:31])=[N:37][NH:22][C:21]=1[C:14]1[CH:15]=[N:16][CH:17]=[CH:18][CH:19]=1. The yield is 0.650.